This data is from HIV replication inhibition screening data with 41,000+ compounds from the AIDS Antiviral Screen. The task is: Binary Classification. Given a drug SMILES string, predict its activity (active/inactive) in a high-throughput screening assay against a specified biological target. (1) The drug is COc1cc([N+](=O)[O-])c([N+](=O)[O-])c([N+](=O)[O-])c1OC. The result is 0 (inactive). (2) The compound is COc1ccc(C=c2sc3n(c2=O)C(c2ccccc2)C2(O)CCCCC2N=3)cc1. The result is 0 (inactive).